This data is from Full USPTO retrosynthesis dataset with 1.9M reactions from patents (1976-2016). The task is: Predict the reactants needed to synthesize the given product. (1) Given the product [N:4]12[CH2:3][CH2:2][C:7]([C:10]([C:15]3[CH:16]=[CH:17][CH:18]=[CH:19][CH:20]=3)([C:15]3[CH:20]=[CH:19][CH:18]=[CH:17][CH:16]=3)[OH:12])([CH2:6][CH2:5]1)[CH2:8][CH2:9]2, predict the reactants needed to synthesize it. The reactants are: Cl[CH2:2][CH2:3][N:4]1[CH2:9][CH2:8][CH:7]([C:10]([O:12]CC)=O)[CH2:6][CH2:5]1.[C:15]1(C)[CH:20]=[CH:19][CH:18]=[CH:17][CH:16]=1.C(=O)([O-])[O-].[K+].[K+]. (2) The reactants are: [Br:1][C:2]12[CH2:11][C:6]3([CH3:12])[CH2:7][CH:8]([CH2:10][C:4]([CH3:13])([CH2:5]3)[CH2:3]1)[CH2:9]2.C(I)(I)[I:15].[OH-].[Na+]. Given the product [Br:1][C:2]12[CH2:3][C:4]3([CH3:13])[CH2:5][C:6]([CH3:12])([CH2:7][C:8]([I:15])([CH2:10]3)[CH2:9]1)[CH2:11]2, predict the reactants needed to synthesize it. (3) Given the product [C:1]([N:4]1[C:13]2[C:8](=[CH:9][C:10]([C:14]#[N:15])=[CH:11][CH:12]=2)[C@H:7]([NH:16][C:17]2[CH:22]=[CH:21][CH:20]=[C:19]([O:23][CH2:24][CH2:25][OH:26])[CH:18]=2)[C@@H:6]([CH3:34])[C@@H:5]1[CH:35]1[CH2:37][CH2:36]1)(=[O:3])[CH3:2], predict the reactants needed to synthesize it. The reactants are: [C:1]([N:4]1[C:13]2[C:8](=[CH:9][C:10]([C:14]#[N:15])=[CH:11][CH:12]=2)[C@H:7]([NH:16][C:17]2[CH:22]=[CH:21][CH:20]=[C:19]([O:23][CH2:24][CH2:25][O:26][Si](C(C)(C)C)(C)C)[CH:18]=2)[C@@H:6]([CH3:34])[C@@H:5]1[CH:35]1[CH2:37][CH2:36]1)(=[O:3])[CH3:2].CCCC[N+](CCCC)(CCCC)CCCC.[F-]. (4) Given the product [CH2:28]([O:27][C:25]([CH:24]1[CH2:30][CH2:31][CH2:32][CH2:33][N:23]1[C:14]([C:12]1[O:13][C:9]([CH2:8][O:7][C:4]2[CH:3]=[CH:2][C:1]([C:17]3[CH:22]=[CH:21][CH:20]=[CH:19][CH:18]=3)=[CH:6][CH:5]=2)=[CH:10][CH:11]=1)=[O:16])=[O:26])[CH3:29], predict the reactants needed to synthesize it. The reactants are: [C:1]1([C:17]2[CH:22]=[CH:21][CH:20]=[CH:19][CH:18]=2)[CH:6]=[CH:5][C:4]([O:7][CH2:8][C:9]2[O:13][C:12]([C:14]([OH:16])=O)=[CH:11][CH:10]=2)=[CH:3][CH:2]=1.[NH:23]1[CH2:33][CH2:32][CH2:31][CH2:30][CH:24]1[C:25]([O:27][CH2:28][CH3:29])=[O:26].Cl.C(N=C=NCCCN(C)C)C. (5) Given the product [Cl:1][C:2]1[CH:3]=[C:4]2[C:8](=[CH:9][CH:10]=1)[N:7]([CH3:11])[C:6]([CH:12]([NH:19][C:20]1[CH:21]=[CH:22][C:23]([C:26]([NH:28][CH2:29][CH2:30][C:31]([OH:33])=[O:32])=[O:27])=[CH:24][CH:25]=1)[CH2:13][CH2:14][CH2:15][CH2:16][CH2:17][CH3:18])=[CH:5]2, predict the reactants needed to synthesize it. The reactants are: [Cl:1][C:2]1[CH:3]=[C:4]2[C:8](=[CH:9][CH:10]=1)[N:7]([CH3:11])[C:6]([CH:12]([NH:19][C:20]1[CH:25]=[CH:24][C:23]([C:26]([NH:28][CH2:29][CH2:30][C:31]([O:33]CC)=[O:32])=[O:27])=[CH:22][CH:21]=1)[CH2:13][CH2:14][CH2:15][CH2:16][CH2:17][CH3:18])=[CH:5]2.O1CCCC1.[OH-].[Na+].